Dataset: Forward reaction prediction with 1.9M reactions from USPTO patents (1976-2016). Task: Predict the product of the given reaction. (1) Given the reactants [Cl:1][C:2]1[CH:6]=[N:5][N:4]([CH:7]([CH3:9])[CH3:8])[C:3]=1[C:10]1[CH:11]=[C:12]([NH2:18])[CH:13]=[CH:14][C:15]=1[O:16][CH3:17].[Cl:19][C:20]1[CH:25]=[CH:24][C:23]([N:26]=[C:27]=[O:28])=[CH:22][CH:21]=1, predict the reaction product. The product is: [Cl:1][C:2]1[CH:6]=[N:5][N:4]([CH:7]([CH3:9])[CH3:8])[C:3]=1[C:10]1[CH:11]=[C:12]([NH:18][C:27]([NH:26][C:23]2[CH:24]=[CH:25][C:20]([Cl:19])=[CH:21][CH:22]=2)=[O:28])[CH:13]=[CH:14][C:15]=1[O:16][CH3:17]. (2) Given the reactants [Br:1][C:2]1[CH:7]=[CH:6][CH:5]=[CH:4][C:3]=1[N:8]=[C:9]=[O:10].[F:11][C:12]([F:26])([F:25])[C:13]1[CH:14]=[CH:15][C:16]([N:19]2[CH2:23][CH2:22][C@@H:21]([NH2:24])[CH2:20]2)=[N:17][CH:18]=1, predict the reaction product. The product is: [Br:1][C:2]1[CH:7]=[CH:6][CH:5]=[CH:4][C:3]=1[NH:8][C:9]([NH:24][C@@H:21]1[CH2:22][CH2:23][N:19]([C:16]2[CH:15]=[CH:14][C:13]([C:12]([F:26])([F:25])[F:11])=[CH:18][N:17]=2)[CH2:20]1)=[O:10]. (3) Given the reactants [N+:1]([C:4]1[CH:5]=[N:6][C:7]2[C:12]([C:13]=1[NH:14][CH2:15][CH2:16][CH2:17][C:18]([O:20][CH2:21][CH3:22])=[O:19])=[N:11][CH:10]=[CH:9][CH:8]=2)([O-])=O, predict the reaction product. The product is: [NH2:1][C:4]1[CH:5]=[N:6][C:7]2[C:12]([C:13]=1[NH:14][CH2:15][CH2:16][CH2:17][C:18]([O:20][CH2:21][CH3:22])=[O:19])=[N:11][CH:10]=[CH:9][CH:8]=2.